This data is from Peptide-MHC class I binding affinity with 185,985 pairs from IEDB/IMGT. The task is: Regression. Given a peptide amino acid sequence and an MHC pseudo amino acid sequence, predict their binding affinity value. This is MHC class I binding data. (1) The peptide sequence is AYIDNYNKV. The MHC is Mamu-B08 with pseudo-sequence Mamu-B08. The binding affinity (normalized) is 0. (2) The binding affinity (normalized) is 0.905. The peptide sequence is KSTSPTRTW. The MHC is HLA-B15:17 with pseudo-sequence HLA-B15:17. (3) The peptide sequence is AFPTSCHMFIICF. The MHC is HLA-A23:01 with pseudo-sequence HLA-A23:01. The binding affinity (normalized) is 0. (4) The peptide sequence is GLYIPGTSVI. The MHC is HLA-A02:02 with pseudo-sequence HLA-A02:02. The binding affinity (normalized) is 0.582. (5) The peptide sequence is GTEMFRHGY. The MHC is HLA-A11:01 with pseudo-sequence HLA-A11:01. The binding affinity (normalized) is 0.527.